This data is from Reaction yield outcomes from USPTO patents with 853,638 reactions. The task is: Predict the reaction yield, written as a fraction of the theoretical maximum amount of product (1.0 means a 100% yield; for example, 0.34 means a 34% yield). (1) The reactants are [F:1][C:2]([F:13])([F:12])[C:3]1[CH:8]=[CH:7][C:6]([CH2:9][CH2:10][NH2:11])=[CH:5][CH:4]=1.[CH2:14]([N:21]1[CH2:26][CH2:25][C:24](=O)[CH2:23][CH2:22]1)[C:15]1[CH:20]=[CH:19][CH:18]=[CH:17][CH:16]=1.C([BH3-])#N.[Na+].C(O)(=O)C.[C:36](O[C:36]([O:38][C:39]([CH3:42])([CH3:41])[CH3:40])=[O:37])([O:38][C:39]([CH3:42])([CH3:41])[CH3:40])=[O:37]. The catalyst is CO.C(OCC)(=O)C. The product is [CH2:14]([N:21]1[CH2:26][CH2:25][CH:24]([N:11]([CH2:10][CH2:9][C:6]2[CH:5]=[CH:4][C:3]([C:2]([F:12])([F:13])[F:1])=[CH:8][CH:7]=2)[C:36](=[O:37])[O:38][C:39]([CH3:42])([CH3:41])[CH3:40])[CH2:23][CH2:22]1)[C:15]1[CH:20]=[CH:19][CH:18]=[CH:17][CH:16]=1. The yield is 0.410. (2) The reactants are [Br:1][C:2]1[CH:7]=[CH:6][C:5]([N+:8]([O-:10])=[O:9])=[C:4](F)[CH:3]=1.[CH3:12][N:13]1[CH2:18][CH2:17][CH:16]([NH2:19])[CH2:15][CH2:14]1. No catalyst specified. The product is [Br:1][C:2]1[CH:7]=[CH:6][C:5]([N+:8]([O-:10])=[O:9])=[C:4]([NH:19][CH:16]2[CH2:17][CH2:18][N:13]([CH3:12])[CH2:14][CH2:15]2)[CH:3]=1. The yield is 0.880. (3) The reactants are [Br:1][C:2]1[CH:7]=[C:6](/[C:8](=[CH:18]/[N:19](C)C)/[C:9]([C:11]2[CH:16]=[CH:15][CH:14]=[C:13]([Cl:17])[CH:12]=2)=O)[CH:5]=[CH:4][N:3]=1.O.[NH2:23]N. The product is [Br:1][C:2]1[CH:7]=[C:6]([C:8]2[C:9]([C:11]3[CH:16]=[CH:15][CH:14]=[C:13]([Cl:17])[CH:12]=3)=[N:23][NH:19][CH:18]=2)[CH:5]=[CH:4][N:3]=1. The catalyst is C(O)C. The yield is 0.310. (4) The reactants are [ClH:1].[NH:2]1[C:10]2[C:5](=[CH:6][CH:7]=[CH:8][CH:9]=2)[C:4]([CH2:11][C@H:12]([NH:16][CH2:17][CH2:18][CH3:19])[CH2:13][CH2:14][CH3:15])=[CH:3]1. The catalyst is C(OCC)C. The product is [ClH:1].[NH:2]1[C:10]2[C:5](=[CH:6][CH:7]=[CH:8][CH:9]=2)[C:4]([CH2:11][C@H:12]([NH:16][CH2:17][CH2:18][CH3:19])[CH2:13][CH2:14][CH3:15])=[CH:3]1. The yield is 0.530. (5) The reactants are [CH2:1]([C:3]1[N:4]([CH2:14][C:15]2[CH:20]=[CH:19][CH:18]=[CH:17][CH:16]=2)[C:5]2[C:10]([CH:11]=1)=[C:9]([O:12]C)[CH:8]=[CH:7][CH:6]=2)[CH3:2].B(Br)(Br)Br.C(Cl)Cl. The catalyst is C(Cl)Cl. The product is [CH2:1]([C:3]1[N:4]([CH2:14][C:15]2[CH:20]=[CH:19][CH:18]=[CH:17][CH:16]=2)[C:5]2[C:10]([CH:11]=1)=[C:9]([OH:12])[CH:8]=[CH:7][CH:6]=2)[CH3:2]. The yield is 0.540. (6) The yield is 0.810. The product is [CH3:14][C:10]1[CH:9]=[C:8]([C:6](=[O:7])[C:5]([O:17][CH2:15][CH3:16])=[O:2])[CH:13]=[CH:12][CH:11]=1. The reactants are [Se](=O)=[O:2].Br[CH2:5][C:6]([C:8]1[CH:9]=[C:10]([CH3:14])[CH:11]=[CH:12][CH:13]=1)=[O:7].[CH2:15]([OH:17])[CH3:16]. No catalyst specified. (7) The reactants are [Br:1][C:2]1[C:3](Cl)=[N:4][CH:5]=[C:6]([CH:10]=1)[C:7]([OH:9])=[O:8].[CH:12]1([OH:16])[CH2:15][CH2:14][CH2:13]1.[OH-].[K+]. The catalyst is CS(C)=O.O. The product is [Br:1][C:2]1[C:3]([O:16][CH:12]2[CH2:15][CH2:14][CH2:13]2)=[N:4][CH:5]=[C:6]([CH:10]=1)[C:7]([OH:9])=[O:8]. The yield is 0.820. (8) The reactants are CS[C:3]1[CH:8]=[CH:7][CH:6]=[CH:5][C:4]=1[C:9]1[NH:13][CH:12]=[C:11]([CH:14]=[O:15])[CH:10]=1.Cl[C:17]1C=CC=C(C(OO)=O)C=1.[S:27]([O-:31])([O-])(=[O:29])=S.[Na+].[Na+]. The catalyst is C(OCC)(=O)C. The product is [CH3:17][S:27]([C:3]1[CH:8]=[CH:7][CH:6]=[CH:5][C:4]=1[C:9]1[NH:13][CH:12]=[C:11]([CH:14]=[O:15])[CH:10]=1)(=[O:31])=[O:29]. The yield is 0.780.